Dataset: Forward reaction prediction with 1.9M reactions from USPTO patents (1976-2016). Task: Predict the product of the given reaction. (1) The product is: [N:1]1[C:10]2[C:5](=[N:6][CH:7]=[CH:8][CH:9]=2)[CH:4]=[CH:3][C:2]=1[CH2:11][O:12][C:14]1[CH:15]=[CH:16][C:17]([C:20](=[O:28])[CH2:21][C:22]2[CH:27]=[CH:26][N:25]=[CH:24][CH:23]=2)=[CH:18][CH:19]=1. Given the reactants [N:1]1[C:10]2[C:5](=[N:6][CH:7]=[CH:8][CH:9]=2)[CH:4]=[CH:3][C:2]=1[CH2:11][OH:12].O[C:14]1[CH:19]=[CH:18][C:17]([C:20](=[O:28])[CH2:21][C:22]2[CH:27]=[CH:26][N:25]=[CH:24][CH:23]=2)=[CH:16][CH:15]=1.C1(P(C2C=CC=CC=2)C2C=CC=CC=2)C=CC=CC=1.N(C(OC(C)(C)C)=O)=NC(OC(C)(C)C)=O, predict the reaction product. (2) Given the reactants [N:1]1([CH2:6][CH2:7][O:8][C:9]2[CH:18]=[C:17]3[C:12]([C:13](=[O:19])[CH2:14][CH2:15][NH:16]3)=[CH:11][CH:10]=2)[CH:5]=[CH:4][N:3]=[CH:2]1.[OH-].[K+].[S:22]1[CH:26]=[CH:25][CH:24]=[C:23]1[CH:27]=O, predict the reaction product. The product is: [N:1]1([CH2:6][CH2:7][O:8][C:9]2[CH:18]=[C:17]3[C:12]([C:13](=[O:19])/[C:14](=[CH:27]/[C:23]4[S:22][CH:26]=[CH:25][CH:24]=4)/[CH2:15][NH:16]3)=[CH:11][CH:10]=2)[CH:5]=[CH:4][N:3]=[CH:2]1.